From a dataset of Forward reaction prediction with 1.9M reactions from USPTO patents (1976-2016). Predict the product of the given reaction. (1) Given the reactants [O:1]1CCC[CH2:3][CH:2]1[O:7][CH2:8][CH2:9][N:10]1[C:14]2[CH:15]=[CH:16][CH:17]=[CH:18][C:13]=2[N:12]=[C:11]1[CH2:19][C:20]1[CH:37]=[CH:36][C:23]([C:24]([N:26]2[CH2:30][CH2:29][C@H:28]([N:31]3[CH2:35][CH2:34][CH2:33][CH2:32]3)[CH2:27]2)=[O:25])=[CH:22][CH:21]=1.Cl.C([O:41][CH2:42][CH3:43])C.C([OH:46])C, predict the reaction product. The product is: [C:42]([OH:41])(=[O:46])/[CH:43]=[CH:3]/[C:2]([OH:7])=[O:1].[N:31]1([C@H:28]2[CH2:29][CH2:30][N:26]([C:24]([C:23]3[CH:36]=[CH:37][C:20]([CH2:19][C:11]4[N:10]([CH2:9][CH2:8][OH:7])[C:14]5[CH:15]=[CH:16][CH:17]=[CH:18][C:13]=5[N:12]=4)=[CH:21][CH:22]=3)=[O:25])[CH2:27]2)[CH2:32][CH2:33][CH2:34][CH2:35]1. (2) Given the reactants [O-:1][Mn](=O)(=O)=O.[K+].[CH3:7][C:8]1([CH3:21])[CH2:17][CH2:16][C:15]([CH3:19])([CH3:18])[C:14]2[CH:13]=[C:12]([CH3:20])[CH:11]=[CH:10][C:9]1=2.[OH-:22].[Na+], predict the reaction product. The product is: [CH3:7][C:8]1([CH3:21])[CH2:17][CH2:16][C:15]([CH3:19])([CH3:18])[C:14]2[CH:13]=[C:12]([C:20]([OH:1])=[O:22])[CH:11]=[CH:10][C:9]1=2. (3) Given the reactants [CH3:1][C:2]1[N:7]=[C:6]([NH2:8])[CH:5]=[CH:4][CH:3]=1.[CH3:9][C:10](=O)[CH2:11][CH2:12][C:13](=O)[CH3:14].O.C1(C)C=CC(S(O)(=O)=O)=CC=1, predict the reaction product. The product is: [CH3:14][C:13]1[N:8]([C:6]2[CH:5]=[CH:4][CH:3]=[C:2]([CH3:1])[N:7]=2)[C:10]([CH3:9])=[CH:11][CH:12]=1. (4) Given the reactants C[O:2][C:3](=[O:33])[CH2:4][C:5]1[C:14]([CH3:15])=[C:13]([CH:16]2[CH2:21][CH2:20][N:19]([C:22](=[O:31])[NH:23][C:24]3[CH:29]=[CH:28][CH:27]=[CH:26][C:25]=3[Cl:30])[CH2:18][CH2:17]2)[C:12]2[C:7](=[CH:8][CH:9]=[C:10]([F:32])[CH:11]=2)[CH:6]=1.O.[OH-].[Li+], predict the reaction product. The product is: [Cl:30][C:25]1[CH:26]=[CH:27][CH:28]=[CH:29][C:24]=1[NH:23][C:22]([N:19]1[CH2:18][CH2:17][CH:16]([C:13]2[C:12]3[C:7](=[CH:8][CH:9]=[C:10]([F:32])[CH:11]=3)[CH:6]=[C:5]([CH2:4][C:3]([OH:33])=[O:2])[C:14]=2[CH3:15])[CH2:21][CH2:20]1)=[O:31]. (5) Given the reactants [CH3:1][O:2][C:3](=[O:18])[C:4]([C:12]1[CH:17]=[CH:16][CH:15]=[CH:14][CH:13]=1)([N:6]1[CH2:11][CH2:10][CH2:9][CH2:8][CH2:7]1)[CH3:5].[N:19]12[CH2:26]C[CH:22]([CH2:23][CH2:24]1)[C@@H:21](O)[CH2:20]2.[H-].[Na+], predict the reaction product. The product is: [N:19]12[CH2:24][CH2:23][CH:22]([CH2:21][CH2:20]1)[C@@H:1]([O:2][C:3](=[O:18])[C:4]([C:12]1[CH:13]=[CH:14][CH:15]=[CH:16][CH:17]=1)([N:6]1[CH2:7][CH2:8][CH2:9][CH2:10][CH2:11]1)[CH3:5])[CH2:26]2. (6) Given the reactants [NH2:1][CH:2]1[CH:11]([CH2:12][C:13]2[CH:18]=[CH:17][CH:16]=[CH:15][CH:14]=2)[C:10]2[CH:9]=[C:8]([O:19][CH2:20][CH2:21][NH:22][S:23]([CH2:26][CH:27]3[CH2:29][CH2:28]3)(=[O:25])=[O:24])[CH:7]=[CH:6][C:5]=2[CH2:4][CH2:3]1.[O:30]1[CH2:33][C:32](=O)[CH2:31]1.C([BH3-])#N.[Na+].[Cl-].[NH4+], predict the reaction product. The product is: [CH2:12]([CH:11]1[C:10]2[CH:9]=[C:8]([O:19][CH2:20][CH2:21][NH:22][S:23]([CH2:26][CH:27]3[CH2:29][CH2:28]3)(=[O:25])=[O:24])[CH:7]=[CH:6][C:5]=2[CH2:4][CH2:3][CH:2]1[NH:1][CH:32]1[CH2:33][O:30][CH2:31]1)[C:13]1[CH:18]=[CH:17][CH:16]=[CH:15][CH:14]=1. (7) Given the reactants [Br:1][C:2]1[CH:3]=[C:4]2[C:9](=[CH:10][C:11]=1[O:12]C)[N:8]=[C:7]([NH:14][C:15]1[CH:20]=[CH:19][CH:18]=[C:17]([CH2:21][N:22]3[CH2:27][CH2:26][O:25][CH2:24][CH2:23]3)[CH:16]=1)[N:6]=[CH:5]2.C[S-].[Na+], predict the reaction product. The product is: [Br:1][C:2]1[CH:3]=[C:4]2[C:9](=[CH:10][C:11]=1[OH:12])[N:8]=[C:7]([NH:14][C:15]1[CH:20]=[CH:19][CH:18]=[C:17]([CH2:21][N:22]3[CH2:23][CH2:24][O:25][CH2:26][CH2:27]3)[CH:16]=1)[N:6]=[CH:5]2. (8) Given the reactants [OH:1][C:2]1[CH:8]=[C:7]([C:9]2[CH:14]=[CH:13][CH:12]=[CH:11][CH:10]=2)[CH:6]=[CH:5][C:3]=1[NH2:4].[Br:15][C:16]1[CH:21]=[CH:20][CH:19]=[CH:18][C:17]=1[N:22]=[C:23]=[O:24], predict the reaction product. The product is: [OH:1][C:2]1[CH:8]=[C:7]([C:9]2[CH:14]=[CH:13][CH:12]=[CH:11][CH:10]=2)[CH:6]=[CH:5][C:3]=1[NH:4][C:23]([NH:22][C:17]1[CH:18]=[CH:19][CH:20]=[CH:21][C:16]=1[Br:15])=[O:24]. (9) Given the reactants [N:1]([CH2:4][C:5]1[N:6]=[C:7]([C:10]2[CH:15]=[CH:14][C:13]([F:16])=[CH:12][CH:11]=2)[O:8][CH:9]=1)=[N+]=[N-].C1(P(C2C=CC=CC=2)C2C=CC=CC=2)C=CC=CC=1, predict the reaction product. The product is: [F:16][C:13]1[CH:12]=[CH:11][C:10]([C:7]2[O:8][CH:9]=[C:5]([CH2:4][NH2:1])[N:6]=2)=[CH:15][CH:14]=1.